Dataset: Full USPTO retrosynthesis dataset with 1.9M reactions from patents (1976-2016). Task: Predict the reactants needed to synthesize the given product. (1) Given the product [CH3:9][N:8]([CH2:7][C:6]1[CH:11]=[C:2]([NH:1][S:31]([CH3:30])(=[O:33])=[O:32])[CH:3]=[CH:4][C:5]=1[O:12][C:13]1[CH:18]=[CH:17][C:16]([C:19]([F:20])([F:21])[F:22])=[CH:15][CH:14]=1)[CH3:10], predict the reactants needed to synthesize it. The reactants are: [NH2:1][C:2]1[CH:3]=[CH:4][C:5]([O:12][C:13]2[CH:18]=[CH:17][C:16]([C:19]([F:22])([F:21])[F:20])=[CH:15][CH:14]=2)=[C:6]([CH:11]=1)[CH2:7][N:8]([CH3:10])[CH3:9].C(N(CC)CC)C.[CH3:30][S:31](O[S:31]([CH3:30])(=[O:33])=[O:32])(=[O:33])=[O:32]. (2) Given the product [CH:15]([C:7]1[CH:8]=[CH:9][CH:10]=[C:11]([CH:12]([CH3:14])[CH3:13])[C:6]=1[NH:5][C:3](=[O:4])[CH2:2][NH:18][CH2:19][C:20]1([NH:26][C:27]2[CH:32]=[CH:31][CH:30]=[CH:29][CH:28]=2)[CH2:25][CH2:24][CH2:23][CH2:22][CH2:21]1)([CH3:17])[CH3:16], predict the reactants needed to synthesize it. The reactants are: Cl[CH2:2][C:3]([NH:5][C:6]1[C:11]([CH:12]([CH3:14])[CH3:13])=[CH:10][CH:9]=[CH:8][C:7]=1[CH:15]([CH3:17])[CH3:16])=[O:4].[NH2:18][CH2:19][C:20]1([NH:26][C:27]2[CH:32]=[CH:31][CH:30]=[CH:29][CH:28]=2)[CH2:25][CH2:24][CH2:23][CH2:22][CH2:21]1.O. (3) Given the product [F:8][C:9]([F:20])([F:19])[C:10]1[CH:15]=[CH:14][C:13]([C:2]2[CH:7]=[N:6][CH:5]=[CH:4][N:3]=2)=[CH:12][CH:11]=1, predict the reactants needed to synthesize it. The reactants are: Cl[C:2]1[CH:7]=[N:6][CH:5]=[CH:4][N:3]=1.[F:8][C:9]([F:20])([F:19])[C:10]1[CH:15]=[CH:14][C:13](B(O)O)=[CH:12][CH:11]=1.C(=O)([O-])[O-].[Na+].[Na+]. (4) Given the product [C:51]([CH2:50][CH2:49][N:48]([CH2:46][CH3:47])[C:32](=[O:34])[C:31]1[CH:35]=[CH:36][C:28]([C:25]2[S:26][CH:27]=[C:23]([CH2:22][O:21][C:19]3[C:5]4[CH:6]=[C:7]([C:9]5[N:10]=[C:11]6[N:15]([CH:16]=5)[N:14]=[C:13]([O:17][CH3:18])[S:12]6)[O:8][C:4]=4[CH:3]=[C:2]([F:1])[CH:20]=3)[N:24]=2)=[CH:29][CH:30]=1)#[N:52], predict the reactants needed to synthesize it. The reactants are: [F:1][C:2]1[CH:20]=[C:19]([O:21][CH2:22][C:23]2[N:24]=[C:25]([C:28]3[CH:36]=[CH:35][C:31]([C:32]([OH:34])=O)=[CH:30][CH:29]=3)[S:26][CH:27]=2)[C:5]2[CH:6]=[C:7]([C:9]3[N:10]=[C:11]4[N:15]([CH:16]=3)[N:14]=[C:13]([O:17][CH3:18])[S:12]4)[O:8][C:4]=2[CH:3]=1.C(N(C(C)C)CC)(C)C.[CH2:46]([NH:48][CH2:49][CH2:50][C:51]#[N:52])[CH3:47].CN(C(ON1N=NC2C=CC=NC1=2)=[N+](C)C)C.F[P-](F)(F)(F)(F)F. (5) Given the product [ClH:22].[CH:32]12[CH2:40][CH:36]3[CH2:35][CH:34]([CH2:39][CH:38]([CH2:37]3)[CH:31]1[NH:30][S:19]([C:14]1[CH:15]=[CH:16][C:17]([F:18])=[C:12]([CH:13]=1)[C:10]([NH:9][C:4]1[CH:5]=[CH:6][C:7]([F:8])=[C:2]([F:1])[CH:3]=1)=[O:11])(=[O:21])=[O:20])[CH2:33]2, predict the reactants needed to synthesize it. The reactants are: [F:1][C:2]1[CH:3]=[C:4]([NH:9][C:10]([C:12]2[CH:13]=[C:14]([S:19]([Cl:22])(=[O:21])=[O:20])[CH:15]=[CH:16][C:17]=2[F:18])=[O:11])[CH:5]=[CH:6][C:7]=1[F:8].CCN(CC)CC.[NH2:30][CH:31]1[CH:38]2[CH2:39][CH:34]3[CH2:35][CH:36]([CH2:40][CH:32]1[CH2:33]3)[CH2:37]2. (6) Given the product [Br:13][C:9]1[N:10]=[C:11]2[N:17]([CH2:14][CH3:15])[CH2:2][C:3](=[O:4])[NH:5][C:6]2=[N:7][CH:8]=1, predict the reactants needed to synthesize it. The reactants are: Br[CH2:2][C:3]([NH:5][C:6]1[C:11](Br)=[N:10][C:9]([Br:13])=[CH:8][N:7]=1)=[O:4].[CH:14]([N:17](C(C)C)CC)(C)[CH3:15].Cl.C(N)C. (7) Given the product [Cl:1][C:2]1[CH:3]=[CH:4][C:5]([O:23][CH2:31][CH2:30][O:29][C:28]2[CH:33]=[CH:34][C:25]([F:24])=[CH:26][CH:27]=2)=[C:6]([CH:22]=1)[C:7]([NH:9][C@H:10]([C:12]1[CH:21]=[CH:20][C:15]([C:16]([O:18][CH3:19])=[O:17])=[CH:14][CH:13]=1)[CH3:11])=[O:8], predict the reactants needed to synthesize it. The reactants are: [Cl:1][C:2]1[CH:3]=[CH:4][C:5]([OH:23])=[C:6]([CH:22]=1)[C:7]([NH:9][C@H:10]([C:12]1[CH:21]=[CH:20][C:15]([C:16]([O:18][CH3:19])=[O:17])=[CH:14][CH:13]=1)[CH3:11])=[O:8].[F:24][C:25]1[CH:34]=[CH:33][C:28]([O:29][CH2:30][CH2:31]O)=[CH:27][CH:26]=1.